Dataset: Reaction yield outcomes from USPTO patents with 853,638 reactions. Task: Predict the reaction yield, written as a fraction of the theoretical maximum amount of product (1.0 means a 100% yield; for example, 0.34 means a 34% yield). (1) The reactants are [CH3:1][C:2]([Si:5]([CH3:28])([CH3:27])[O:6][CH2:7][C:8]1[CH:9]=[C:10]([C:23](OC)=[O:24])[C:11]([C:14]2[CH:19]=[C:18]([O:20][CH3:21])[CH:17]=[CH:16][C:15]=2[F:22])=[CH:12][CH:13]=1)([CH3:4])[CH3:3].[H-].[H-].[H-].[H-].[Li+].[Al+3]. The catalyst is C1COCC1. The product is [CH3:4][C:2]([Si:5]([CH3:27])([CH3:28])[O:6][CH2:7][C:8]1[CH:13]=[CH:12][C:11]([C:14]2[CH:19]=[C:18]([O:20][CH3:21])[CH:17]=[CH:16][C:15]=2[F:22])=[C:10]([CH2:23][OH:24])[CH:9]=1)([CH3:1])[CH3:3]. The yield is 0.960. (2) The yield is 0.620. The catalyst is C(O)C.[C].[Pd]. The reactants are Cl[C:2]1[NH:3][C:4]([C:12]2[CH:17]=[CH:16][CH:15]=[CH:14][CH:13]=2)=[CH:5][C:6]=1[C:7]([O:9][CH2:10][CH3:11])=[O:8]. The product is [C:12]1([C:4]2[NH:3][CH:2]=[C:6]([C:7]([O:9][CH2:10][CH3:11])=[O:8])[CH:5]=2)[CH:13]=[CH:14][CH:15]=[CH:16][CH:17]=1. (3) The reactants are [H-].[Al+3].[Li+].[H-].[H-].[H-].[CH2:7]([S:14][C:15]1([CH2:21][N+:22]([O-])=O)[CH2:20][CH2:19][O:18][CH2:17][CH2:16]1)[C:8]1[CH:13]=[CH:12][CH:11]=[CH:10][CH:9]=1.O.O.O.O.O.O.O.O.O.O.[O-]S([O-])(=O)=O.[Na+].[Na+]. The catalyst is C(OCC)C.O1CCCC1. The product is [CH2:7]([S:14][C:15]1([CH2:21][NH2:22])[CH2:20][CH2:19][O:18][CH2:17][CH2:16]1)[C:8]1[CH:9]=[CH:10][CH:11]=[CH:12][CH:13]=1. The yield is 0.670. (4) The reactants are [SH:1][C:2]1[CH:7]=[CH:6][C:5]([OH:8])=[CH:4][CH:3]=1.[OH-].[Na+].Br[CH2:12][CH2:13][OH:14].CCCCCC. The catalyst is CO.CC(OC)(C)C. The product is [OH:14][CH2:13][CH2:12][S:1][C:2]1[CH:7]=[CH:6][C:5]([OH:8])=[CH:4][CH:3]=1. The yield is 0.777. (5) The reactants are [CH3:1][O:2][C:3]1[C:11]2[O:10][CH:9]=[C:8]([CH2:12][CH2:13]O)[C:7]=2[CH:6]=[CH:5][CH:4]=1.C1(P(C2C=CC=CC=2)C2C=CC=CC=2)C=CC=CC=1.[Br:34]Br.N1C=CC=CC=1. The catalyst is C(Cl)Cl. The product is [Br:34][CH2:13][CH2:12][C:8]1[C:7]2[CH:6]=[CH:5][CH:4]=[C:3]([O:2][CH3:1])[C:11]=2[O:10][CH:9]=1. The yield is 0.520.